From a dataset of Full USPTO retrosynthesis dataset with 1.9M reactions from patents (1976-2016). Predict the reactants needed to synthesize the given product. (1) Given the product [CH2:10]([NH:5][C:4]1[CH:3]=[C:2]([Br:1])[CH:8]=[C:7]([Br:9])[CH:6]=1)[C:11]1[CH:16]=[CH:15][CH:14]=[CH:13][CH:12]=1, predict the reactants needed to synthesize it. The reactants are: [Br:1][C:2]1[CH:3]=[C:4]([CH:6]=[C:7]([Br:9])[CH:8]=1)[NH2:5].[CH:10](=O)[C:11]1[CH:16]=[CH:15][CH:14]=[CH:13][CH:12]=1.[BH-](OC(C)=O)(OC(C)=O)OC(C)=O.[Na+].CC(O)=O. (2) The reactants are: [CH3:1][O:2][C:3]1[CH:4]=[C:5]2[C:10](=[CH:11][CH:12]=1)[C:9]([C:13](=[O:29])[C:14]1[CH:19]=[CH:18][C:17]([O:20][CH2:21][CH2:22][N:23]3[CH2:28][CH2:27][CH2:26][CH2:25][CH2:24]3)=[CH:16][CH:15]=1)=[C:8](OS(C(F)(F)F)(=O)=O)[CH:7]=[CH:6]2.Br[C:39]1[C:44]([F:45])=[C:43]([F:46])[CH:42]=[CH:41][C:40]=1[F:47].OC1C=C2C(=CC=1)C(C(C1C=CC(OCCN3CCCCC3)=CC=1)=O)=C(C1C=C(F)C=C(F)C=1F)C=C2. Given the product [CH3:1][O:2][C:3]1[CH:4]=[C:5]2[C:10](=[CH:11][CH:12]=1)[C:9]([C:13]([C:14]1[CH:19]=[CH:18][C:17]([O:20][CH2:21][CH2:22][N:23]3[CH2:24][CH2:25][CH2:26][CH2:27][CH2:28]3)=[CH:16][CH:15]=1)=[O:29])=[C:8]([C:39]1[C:40]([F:47])=[CH:41][CH:42]=[C:43]([F:46])[C:44]=1[F:45])[CH:7]=[CH:6]2, predict the reactants needed to synthesize it. (3) Given the product [C:1]([C:5]1[CH:6]=[CH:7][C:8]([S:11]([N:14]([CH2:24][C:25](=[O:27])[N:31]([CH:28]2[CH2:30][CH2:29]2)[CH2:32][C:33]2[CH:38]=[CH:37][CH:36]=[C:35]([CH3:39])[CH:34]=2)[C:15]2[CH:20]=[CH:19][CH:18]=[CH:17][C:16]=2[C:21]([NH2:22])=[O:23])(=[O:12])=[O:13])=[CH:9][CH:10]=1)([CH3:4])([CH3:3])[CH3:2], predict the reactants needed to synthesize it. The reactants are: [C:1]([C:5]1[CH:10]=[CH:9][C:8]([S:11]([N:14]([CH2:24][C:25]([OH:27])=O)[C:15]2[CH:20]=[CH:19][CH:18]=[CH:17][C:16]=2[C:21](=[O:23])[NH2:22])(=[O:13])=[O:12])=[CH:7][CH:6]=1)([CH3:4])([CH3:3])[CH3:2].[CH:28]1([NH:31][CH2:32][C:33]2[CH:38]=[CH:37][CH:36]=[C:35]([CH3:39])[CH:34]=2)[CH2:30][CH2:29]1. (4) The reactants are: [NH2:1][C@@H:2]([C:6]1[N:11]([CH2:12][C:13]2[CH:18]=[CH:17][CH:16]=[CH:15][CH:14]=2)[C:10](=[O:19])[C:9]([CH3:20])=[C:8]([CH3:21])[N:7]=1)[CH:3]([CH3:5])[CH3:4].[CH:22]1[N:23](CC=O)[CH:24]=[C:25]2[C:30]=1[CH:29]=[CH:28][CH:27]=[CH:26]2.[C:34]([OH:37])(=O)[CH3:35].C(O[BH-](OC(=O)C)OC(=O)C)(=[O:40])C.[Na+]. Given the product [CH2:12]([N:11]1[C:10](=[O:19])[C:9]([CH3:20])=[C:8]([CH3:21])[N:7]=[C:6]1[C@H:2]([NH:1][CH2:30][CH2:22][N:23]1[C:34](=[O:37])[C:35]2[C:25](=[CH:26][CH:27]=[CH:28][CH:29]=2)[C:24]1=[O:40])[CH:3]([CH3:4])[CH3:5])[C:13]1[CH:14]=[CH:15][CH:16]=[CH:17][CH:18]=1, predict the reactants needed to synthesize it. (5) Given the product [NH2:1][C:2]1[N:6]([C@@H:7]2[CH2:12][CH2:11][CH2:10][N:9]([C:43](=[O:44])/[CH:42]=[CH:41]/[CH2:40][F:39])[CH2:8]2)[N:5]=[C:4]([C:13]2[CH:14]=[CH:15][C:16]([O:19][C:20]3[CH:25]=[CH:24][C:23]([Cl:26])=[CH:22][CH:21]=3)=[CH:17][CH:18]=2)[C:3]=1[C:27]([NH2:29])=[O:28], predict the reactants needed to synthesize it. The reactants are: [NH2:1][C:2]1[N:6]([C@@H:7]2[CH2:12][CH2:11][CH2:10][NH:9][CH2:8]2)[N:5]=[C:4]([C:13]2[CH:18]=[CH:17][C:16]([O:19][C:20]3[CH:25]=[CH:24][C:23]([Cl:26])=[CH:22][CH:21]=3)=[CH:15][CH:14]=2)[C:3]=1[C:27]([NH2:29])=[O:28].C(N(CC)C(C)C)(C)C.[F:39][CH2:40]/[CH:41]=[CH:42]/[C:43](O)=[O:44]. (6) Given the product [N:22]1[CH:27]=[CH:26][CH:25]=[C:24]([C:28]2[CH:36]=[CH:35][CH:34]=[C:33]3[C:29]=2[CH2:30][C:31](=[O:37])[NH:32]3)[CH:23]=1, predict the reactants needed to synthesize it. The reactants are: [Br-].[Br-].[Br-].[NH+]1C=CC=CC=1.[NH+]1C=CC=CC=1.[NH+]1C=CC=CC=1.[N:22]1[CH:27]=[CH:26][CH:25]=[C:24]([C:28]2[CH:36]=[CH:35][CH:34]=[C:33]3[C:29]=2[CH:30]=[CH:31][NH:32]3)[CH:23]=1.[OH2:37]. (7) Given the product [C:1]([NH:4][CH2:5][C:6]([CH2:14][CH2:15][CH2:16][Si:17]([O:18][CH2:19][CH3:20])([O:24][CH2:25][CH3:26])[O:21][CH2:22][CH3:23])=[O:8])(=[O:3])[CH3:2], predict the reactants needed to synthesize it. The reactants are: [C:1]([NH:4][CH2:5][C:6]([OH:8])=O)(=[O:3])[CH3:2].[O-]CC.[K+].I[CH2:14][CH2:15][CH2:16][Si:17]([O:24][CH2:25][CH3:26])([O:21][CH2:22][CH3:23])[O:18][CH2:19][CH3:20]. (8) Given the product [OH:52][C@H:51]([CH2:50][O:49][C:46]1[CH:47]=[CH:48][C:43]([OH:42])=[CH:44][CH:45]=1)[CH2:53][NH:1][CH2:2][CH2:3][C:4]1[CH:5]=[CH:6][C:7]([NH:8][CH:9]2[CH2:10][CH2:11][N:12]([C:15]([C:17]3[S:18][CH:19]=[CH:20][C:21]=3[CH3:22])=[O:16])[CH2:13][CH2:14]2)=[CH:23][CH:24]=1, predict the reactants needed to synthesize it. The reactants are: [NH2:1][CH2:2][CH2:3][C:4]1[CH:24]=[CH:23][C:7]([NH:8][CH:9]2[CH2:14][CH2:13][N:12]([C:15]([C:17]3[S:18][CH:19]=[CH:20][C:21]=3[CH3:22])=[O:16])[CH2:11][CH2:10]2)=[CH:6][CH:5]=1.C([Si]([O:42][C:43]1[CH:48]=[CH:47][C:46]([O:49][CH2:50][CH:51]2[CH2:53][O:52]2)=[CH:45][CH:44]=1)(C1C=CC=CC=1)C1C=CC=CC=1)(C)(C)C. (9) Given the product [CH3:31][O:30][C:28](=[O:29])[CH2:27][C@H:26]([CH3:32])[CH2:25][C:24]([N:8]1[C:9]2[C:5](=[CH:4][CH:3]=[C:2]([Cl:1])[CH:10]=2)[CH:6]=[C:7]1[CH2:11][CH2:12][CH2:13][CH2:14][CH2:15][CH3:16])=[O:33], predict the reactants needed to synthesize it. The reactants are: [Cl:1][C:2]1[CH:10]=[C:9]2[C:5]([CH:6]=[C:7]([CH2:11][CH2:12][CH2:13][CH2:14][CH2:15][CH3:16])[NH:8]2)=[CH:4][CH:3]=1.CC(C)([O-])C.[K+].Cl[C:24](=[O:33])[CH2:25][C@@H:26]([CH3:32])[CH2:27][C:28]([O:30][CH3:31])=[O:29].[Cl-].[NH4+]. (10) Given the product [F:23][C:20]1[CH:21]=[CH:22][C:17]([O:16][C:13]2[N:12]=[CH:11][C:10]([C:8]3[O:9][C:5]4[CH:4]=[C:3]([N:29]([CH3:34])[S:30]([CH3:33])(=[O:32])=[O:31])[C:2]([B:38]5[O:39][C:40]([CH3:42])([CH3:41])[C:36]([CH3:52])([CH3:35])[O:37]5)=[CH:28][C:6]=4[C:7]=3[C:24]([NH:26][CH3:27])=[O:25])=[CH:15][CH:14]=2)=[CH:18][CH:19]=1, predict the reactants needed to synthesize it. The reactants are: Br[C:2]1[C:3]([N:29]([CH3:34])[S:30]([CH3:33])(=[O:32])=[O:31])=[CH:4][C:5]2[O:9][C:8]([C:10]3[CH:11]=[N:12][C:13]([O:16][C:17]4[CH:22]=[CH:21][C:20]([F:23])=[CH:19][CH:18]=4)=[CH:14][CH:15]=3)=[C:7]([C:24]([NH:26][CH3:27])=[O:25])[C:6]=2[CH:28]=1.[CH3:35][C:36]1([CH3:52])[C:40]([CH3:42])([CH3:41])[O:39][B:38]([B:38]2[O:39][C:40]([CH3:42])([CH3:41])[C:36]([CH3:52])([CH3:35])[O:37]2)[O:37]1.CC([O-])=O.[K+].